From a dataset of Catalyst prediction with 721,799 reactions and 888 catalyst types from USPTO. Predict which catalyst facilitates the given reaction. (1) Reactant: [OH:1][C:2]1[C:3]([CH:27]=O)=[N:4][C:5]([CH2:8][CH2:9][CH2:10][NH:11][C:12]2[C:21]3[C:16](=[CH:17][CH:18]=[CH:19][CH:20]=3)[N:15]=[C:14]3[CH2:22][CH2:23][CH2:24][CH2:25][CH2:26][C:13]=23)=[CH:6][CH:7]=1.Cl.[NH2:30][OH:31].CC(O[Na])=O. Product: [OH:1][C:2]1[C:3]([CH:27]=[N:30][OH:31])=[N:4][C:5]([CH2:8][CH2:9][CH2:10][NH:11][C:12]2[C:21]3[C:16](=[CH:17][CH:18]=[CH:19][CH:20]=3)[N:15]=[C:14]3[CH2:22][CH2:23][CH2:24][CH2:25][CH2:26][C:13]=23)=[CH:6][CH:7]=1. The catalyst class is: 8. (2) Reactant: C[O:2][C:3](=[O:22])[CH:4]([N:9]1[C:17]2[C:12](=[CH:13][C:14]([O:18][CH3:19])=[CH:15][CH:16]=2)[C:11](=[O:20])[C:10]1=[O:21])[CH2:5][CH:6]([CH3:8])[CH3:7].O.[OH-].[Li+]. Product: [CH3:19][O:18][C:14]1[CH:13]=[C:12]2[C:17](=[CH:16][CH:15]=1)[N:9]([CH:4]([CH2:5][CH:6]([CH3:8])[CH3:7])[C:3]([OH:22])=[O:2])[C:10](=[O:21])[C:11]2=[O:20]. The catalyst class is: 30. (3) Reactant: [Br:1][C:2]1[CH:3]=[C:4]([CH2:8][CH2:9][C:10](O)=[O:11])[CH:5]=[CH:6][CH:7]=1.[H-].[H-].[H-].[H-].[Li+].[Al+3]. Product: [Br:1][C:2]1[CH:3]=[C:4]([CH2:8][CH2:9][CH2:10][OH:11])[CH:5]=[CH:6][CH:7]=1. The catalyst class is: 1.